Dataset: Reaction yield outcomes from USPTO patents with 853,638 reactions. Task: Predict the reaction yield, written as a fraction of the theoretical maximum amount of product (1.0 means a 100% yield; for example, 0.34 means a 34% yield). (1) The reactants are [NH2:1][C:2]1[CH:7]=[CH:6][C:5]([CH:8]([O:13][CH3:14])[C:9]([O:11][CH3:12])=[O:10])=[CH:4][CH:3]=1.[Cl:15][CH2:16][CH2:17][CH2:18][S:19](Cl)(=[O:21])=[O:20]. The catalyst is N1C=CC=CC=1.O.Cl.[Cl-].[Na+].O. The product is [Cl:15][CH2:16][CH2:17][CH2:18][S:19]([NH:1][C:2]1[CH:3]=[CH:4][C:5]([CH:8]([O:13][CH3:14])[C:9]([O:11][CH3:12])=[O:10])=[CH:6][CH:7]=1)(=[O:21])=[O:20]. The yield is 1.00. (2) The reactants are [OH:1][NH:2][C:3](=[NH:7])[N:4]([CH3:6])[CH3:5].[H-].[Na+].C(O[C:13](=O)[CH2:14][S:15][C:16]1[CH:21]=[CH:20][CH:19]=[CH:18][CH:17]=1)C. The catalyst is C1COCC1. The product is [CH3:5][N:4]([CH3:6])[C:3]1[N:7]=[C:13]([CH2:14][S:15][C:16]2[CH:21]=[CH:20][CH:19]=[CH:18][CH:17]=2)[O:1][N:2]=1. The yield is 0.640. (3) The reactants are [CH3:1][O:2][C:3]([C:5]1[CH:14]=[CH:13][C:12]2[C:7](=[CH:8][C:9]([OH:15])=[CH:10][CH:11]=2)[CH:6]=1)=[O:4].[CH2:16](Br)[C:17]1[CH:22]=[CH:21][CH:20]=[CH:19][CH:18]=1.C(=O)([O-])[O-].[Cs+].[Cs+]. The catalyst is CN(C=O)C. The product is [CH3:1][O:2][C:3]([C:5]1[CH:14]=[CH:13][C:12]2[C:7](=[CH:8][C:9]([O:15][CH2:16][C:17]3[CH:22]=[CH:21][CH:20]=[CH:19][CH:18]=3)=[CH:10][CH:11]=2)[CH:6]=1)=[O:4]. The yield is 0.360. (4) The reactants are [CH:1]1([CH:7]2[CH2:12][CH:11]([C:13]([O:15]C)=[O:14])[CH2:10][CH2:9][N:8]2[C:17]([O:19][CH3:20])=[O:18])[CH2:6][CH2:5][CH2:4][CH2:3][CH2:2]1.[Br-].[Li+].C(N(CC)CC)C.CC(OC)(C)C. The catalyst is C(#N)C.O. The product is [CH:1]1([CH:7]2[CH2:12][CH:11]([C:13]([OH:15])=[O:14])[CH2:10][CH2:9][N:8]2[C:17]([O:19][CH3:20])=[O:18])[CH2:2][CH2:3][CH2:4][CH2:5][CH2:6]1. The yield is 0.910. (5) The reactants are C([O-])=O.[K+].C(O)=O.O.[CH3:9][O:10][C:11]1[CH:12]=[C:13]2[C:18](=[CH:19][C:20]=1[O:21][CH3:22])[N:17]=[CH:16][CH:15]=[C:14]2[O:23][C:24]1[CH:29]=[CH:28][C:27]([N+:30]([O-])=O)=[CH:26][CH:25]=1. The catalyst is [Pd].O1CCCC1. The product is [CH3:9][O:10][C:11]1[CH:12]=[C:13]2[C:18](=[CH:19][C:20]=1[O:21][CH3:22])[N:17]=[CH:16][CH:15]=[C:14]2[O:23][C:24]1[CH:25]=[CH:26][C:27]([NH2:30])=[CH:28][CH:29]=1. The yield is 0.970. (6) The reactants are [CH2:1]([C:3]([C:22]1[CH:35]=[CH:34][C:25]([O:26][CH2:27][CH:28]([OH:33])[C:29]([CH3:32])([CH3:31])[CH3:30])=[C:24]([CH3:36])[CH:23]=1)([C:6]1[CH:11]=[CH:10][C:9](B2OC(C)(C)C(C)(C)O2)=[C:8]([CH3:21])[CH:7]=1)[CH2:4][CH3:5])[CH3:2].[CH3:37][O:38][C:39](=[O:48])[CH2:40][C:41]1[CH:42]=[N:43][CH:44]=[C:45](Br)[CH:46]=1.P([O-])([O-])([O-])=O.[K+].[K+].[K+]. The catalyst is CN(C)C=O. The product is [CH3:37][O:38][C:39](=[O:48])[CH2:40][C:41]1[CH:42]=[N:43][CH:44]=[C:45]([C:9]2[CH:10]=[CH:11][C:6]([C:3]([CH2:1][CH3:2])([C:22]3[CH:35]=[CH:34][C:25]([O:26][CH2:27][CH:28]([OH:33])[C:29]([CH3:31])([CH3:32])[CH3:30])=[C:24]([CH3:36])[CH:23]=3)[CH2:4][CH3:5])=[CH:7][C:8]=2[CH3:21])[CH:46]=1. The yield is 0.620. (7) The reactants are [CH2:1]([O:8][C:9]1[CH:14]=[CH:13][C:12]([NH:15][C:16]2[C:25]3[C:20](=[CH:21][CH:22]=[C:23](Br)[CH:24]=3)[N:19]=[CH:18][N:17]=2)=[CH:11][CH:10]=1)[C:2]1[CH:7]=[CH:6][CH:5]=[CH:4][CH:3]=1.[O:27]1[CH2:31][CH2:30][O:29][CH:28]1[C:32]1[O:36][C:35]([Sn](CCCC)(CCCC)CCCC)=[CH:34][CH:33]=1. The catalyst is O1CCOCC1. The product is [CH2:1]([O:8][C:9]1[CH:14]=[CH:13][C:12]([NH:15][C:16]2[C:25]3[C:20](=[CH:21][CH:22]=[C:23]([C:35]4[O:36][C:32]([CH:28]5[O:29][CH2:30][CH2:31][O:27]5)=[CH:33][CH:34]=4)[CH:24]=3)[N:19]=[CH:18][N:17]=2)=[CH:11][CH:10]=1)[C:2]1[CH:7]=[CH:6][CH:5]=[CH:4][CH:3]=1. The yield is 0.620. (8) The reactants are C([O:5][C:6]([C:8]1[NH:9][C:10]([CH3:19])=[C:11]([C:14]([O:16][CH2:17][CH3:18])=[O:15])[C:12]=1[CH3:13])=O)(C)(C)C.C(OCC)(OCC)OCC. The catalyst is FC(F)(F)C(O)=O. The product is [CH3:19][C:10]1[NH:9][C:8]([CH:6]=[O:5])=[C:12]([CH3:13])[C:11]=1[C:14]([O:16][CH2:17][CH3:18])=[O:15]. The yield is 0.640.